Dataset: Forward reaction prediction with 1.9M reactions from USPTO patents (1976-2016). Task: Predict the product of the given reaction. Given the reactants [CH3:1][O:2][CH2:3][O:4][C:5]1[CH:6]=[C:7]2[C:12](=[CH:13][CH:14]=1)[CH:11]=[C:10]([CH:15]=O)[CH:9]=[CH:8]2.[CH:17]1[C:26]2[C:21](=[CH:22][CH:23]=[CH:24][CH:25]=2)[CH:20]=[CH:19][C:18]=1[C:27](=[O:29])[CH3:28], predict the reaction product. The product is: [CH3:1][O:2][CH2:3][O:4][C:5]1[CH:6]=[C:7]2[C:12](=[CH:13][CH:14]=1)[CH:11]=[C:10]([CH:15]=[CH:28][C:27]([C:18]1[CH:19]=[CH:20][C:21]3[C:26](=[CH:25][CH:24]=[CH:23][CH:22]=3)[CH:17]=1)=[O:29])[CH:9]=[CH:8]2.